Dataset: Forward reaction prediction with 1.9M reactions from USPTO patents (1976-2016). Task: Predict the product of the given reaction. (1) Given the reactants C1(NCC(O)=O)C=CC=CC=1.[CH2:12]([N:19]([C:24]1[CH:29]=[CH:28][CH:27]=[CH:26][CH:25]=1)[CH2:20][C:21]([OH:23])=[O:22])C1C=CC=CC=1.CI, predict the reaction product. The product is: [CH3:12][N:19]([C:24]1[CH:29]=[CH:28][CH:27]=[CH:26][CH:25]=1)[CH2:20][C:21]([OH:23])=[O:22]. (2) Given the reactants [C:1]([OH:13])(=[O:12])[CH2:2][C:3]1[C:4](=[CH:8][CH:9]=[CH:10][CH:11]=1)[C:5]([OH:7])=[O:6].[CH2:14](O)[CH3:15].S(=O)(=O)(O)O.[C:22]1(C)C=CC=C[CH:23]=1, predict the reaction product. The product is: [CH2:22]([O:12][C:1](=[O:13])[CH2:2][C:3]1[CH:11]=[CH:10][CH:9]=[CH:8][C:4]=1[C:5]([O:7][CH2:14][CH3:15])=[O:6])[CH3:23]. (3) Given the reactants [Cl:1][C:2]1[CH:7]=[CH:6][C:5]([C:8]2[C:12]([CH2:13][O:14][C:15]3[CH:23]=[CH:22][C:18]([C:19]([OH:21])=O)=[CH:17][N:16]=3)=[C:11]([CH2:24][OH:25])[O:10][N:9]=2)=[CH:4][CH:3]=1.[CH3:26][CH:27]([NH2:32])[C:28]([F:31])([F:30])[F:29].O.ON1C2C=CC=CC=2N=N1.C(N(C(C)C)C(C)C)C.Cl.CN(C)CCCN=C=NCC, predict the reaction product. The product is: [Cl:1][C:2]1[CH:3]=[CH:4][C:5]([C:8]2[C:12]([CH2:13][O:14][C:15]3[CH:23]=[CH:22][C:18]([C:19]([NH:32][C@@H:27]([CH3:26])[C:28]([F:31])([F:30])[F:29])=[O:21])=[CH:17][N:16]=3)=[C:11]([CH2:24][OH:25])[O:10][N:9]=2)=[CH:6][CH:7]=1. (4) Given the reactants [NH2:1][C:2]1[CH:7]=[C:6]([Br:8])[CH:5]=[C:4]([CH3:9])[C:3]=1[NH:10][C:11](=O)[CH2:12][CH2:13][CH3:14], predict the reaction product. The product is: [Br:8][C:6]1[CH:5]=[C:4]([CH3:9])[C:3]2[N:10]=[C:11]([CH2:12][CH2:13][CH3:14])[NH:1][C:2]=2[CH:7]=1. (5) The product is: [N:7]1([CH2:13][C:14]2[CH:15]=[C:16]([CH:19]=[CH:20][CH:21]=2)[CH:17]=[O:18])[CH2:11][CH2:10][CH2:9][CH2:8]1. Given the reactants C([O-])([O-])=O.[K+].[K+].[NH:7]1[CH2:11][CH2:10][CH2:9][CH2:8]1.Br[CH2:13][C:14]1[CH:15]=[C:16]([CH:19]=[CH:20][CH:21]=1)[CH:17]=[O:18], predict the reaction product. (6) Given the reactants [F-].[Cs+].[CH3:3]B(O)O.[NH2:7][C:8]1[CH:17]=[C:16]([C:18]([F:21])([F:20])[F:19])[C:15](I)=[CH:14][C:9]=1[C:10]([O:12][CH3:13])=[O:11], predict the reaction product. The product is: [NH2:7][C:8]1[CH:17]=[C:16]([C:18]([F:21])([F:20])[F:19])[C:15]([CH3:3])=[CH:14][C:9]=1[C:10]([O:12][CH3:13])=[O:11]. (7) Given the reactants [NH2:1][C:2]1[C:7]([C:8]2[O:12][N:11]=[C:10]([CH2:13][C:14]3[CH:19]=[CH:18][C:17]([OH:20])=[CH:16][CH:15]=3)[CH:9]=2)=[CH:6][CH:5]=[CH:4][N:3]=1.[OH-].[Na+].[N:23]1[CH:28]=[CH:27][CH:26]=[CH:25][C:24]=1[CH2:29]Cl, predict the reaction product. The product is: [N:23]1[CH:28]=[CH:27][CH:26]=[CH:25][C:24]=1[CH2:29][O:20][C:17]1[CH:18]=[CH:19][C:14]([CH2:13][C:10]2[CH:9]=[C:8]([C:7]3[C:2]([NH2:1])=[N:3][CH:4]=[CH:5][CH:6]=3)[O:12][N:11]=2)=[CH:15][CH:16]=1.